Dataset: Peptide-MHC class I binding affinity with 185,985 pairs from IEDB/IMGT. Task: Regression. Given a peptide amino acid sequence and an MHC pseudo amino acid sequence, predict their binding affinity value. This is MHC class I binding data. (1) The peptide sequence is QFLKFSLPFPFLYKFLL. The MHC is HLA-A26:01 with pseudo-sequence HLA-A26:01. The binding affinity (normalized) is 0. (2) The peptide sequence is ETIGLVRAL. The MHC is HLA-A29:02 with pseudo-sequence HLA-A29:02. The binding affinity (normalized) is 0.0847. (3) The peptide sequence is VTDSQYALGI. The MHC is HLA-B58:01 with pseudo-sequence HLA-B58:01. The binding affinity (normalized) is 0. (4) The peptide sequence is SLVITYCLVT. The MHC is HLA-A68:02 with pseudo-sequence HLA-A68:02. The binding affinity (normalized) is 0.436. (5) The peptide sequence is LEWLAEVVKL. The MHC is HLA-B44:02 with pseudo-sequence HLA-B44:02. The binding affinity (normalized) is 0.155. (6) The peptide sequence is AEMVAKYDL. The MHC is HLA-A69:01 with pseudo-sequence HLA-A69:01. The binding affinity (normalized) is 0.0847.